From a dataset of Catalyst prediction with 721,799 reactions and 888 catalyst types from USPTO. Predict which catalyst facilitates the given reaction. (1) Reactant: [Cl:1][C:2]1[CH:7]=[CH:6][C:5]([C:8]2[O:12][N:11]=[CH:10][C:9]=2[C:13](OCC)=[O:14])=[CH:4][C:3]=1[CH3:18].[H-].C([Al+]CC(C)C)C(C)C.Cl. Product: [Cl:1][C:2]1[CH:7]=[CH:6][C:5]([C:8]2[O:12][N:11]=[CH:10][C:9]=2[CH2:13][OH:14])=[CH:4][C:3]=1[CH3:18]. The catalyst class is: 7. (2) Reactant: [CH3:1][C:2]1([CH3:14])[C:6]([CH3:8])([CH3:7])[O:5][B:4]([C:9]2[CH:10]=[N:11][NH:12][CH:13]=2)[O:3]1.Br[CH2:16][CH2:17][CH:18]1[CH2:23][CH2:22][CH2:21][CH2:20][N:19]1[CH3:24].C(=O)([O-])[O-].[Cs+].[Cs+].O1CCCC1. Product: [CH3:24][N:19]1[CH2:20][CH2:21][CH2:22][CH2:23][CH:18]1[CH2:17][CH2:16][N:12]1[CH:13]=[C:9]([B:4]2[O:5][C:6]([CH3:7])([CH3:8])[C:2]([CH3:14])([CH3:1])[O:3]2)[CH:10]=[N:11]1. The catalyst class is: 13. (3) Reactant: Br[CH:2]([CH3:15])[C:3]([C:5]1[CH:10]=[CH:9][CH:8]=[CH:7][C:6]=1[C:11]([F:14])([F:13])[F:12])=[O:4].COC(C)(C)C.CC(N(C)C)=O.[C:28]([CH2:30][C:31]([O:33][CH2:34][CH3:35])=[O:32])#[N:29].C(=O)([O-])[O-].[K+].[K+]. Product: [C:28]([CH:30]([CH:2]([CH3:15])[C:3](=[O:4])[C:5]1[CH:10]=[CH:9][CH:8]=[CH:7][C:6]=1[C:11]([F:14])([F:13])[F:12])[C:31]([O:33][CH2:34][CH3:35])=[O:32])#[N:29]. The catalyst class is: 93.